From a dataset of Forward reaction prediction with 1.9M reactions from USPTO patents (1976-2016). Predict the product of the given reaction. (1) Given the reactants BrCCBr.Cl[Si](C)(C)C.I[CH:11]1[CH2:14][N:13]([C:15]([O:17][C:18]([CH3:21])([CH3:20])[CH3:19])=[O:16])[CH2:12]1.[Cl:22][C:23]1[C:24]([CH3:35])=[C:25](I)[C:26]([O:32][CH3:33])=[C:27]([C:29](=[O:31])[CH3:30])[CH:28]=1, predict the reaction product. The product is: [C:29]([C:27]1[C:26]([O:32][CH3:33])=[C:25]([CH:11]2[CH2:14][N:13]([C:15]([O:17][C:18]([CH3:21])([CH3:20])[CH3:19])=[O:16])[CH2:12]2)[C:24]([CH3:35])=[C:23]([Cl:22])[CH:28]=1)(=[O:31])[CH3:30]. (2) Given the reactants [N+:1]([C:4]1[C:5]([NH:10][C:11]2[CH:20]=[C:19]3[C:14]([CH:15]=[CH:16][CH:17]=[C:18]3[CH:21]3[CH2:26][CH2:25][N:24]([CH3:27])[CH2:23][CH2:22]3)=[CH:13][CH:12]=2)=[N:6][CH:7]=[CH:8][CH:9]=1)([O-])=O, predict the reaction product. The product is: [NH2:1][C:4]1[C:5]([NH:10][C:11]2[CH:20]=[C:19]3[C:14]([CH:15]=[CH:16][CH:17]=[C:18]3[CH:21]3[CH2:26][CH2:25][N:24]([CH3:27])[CH2:23][CH2:22]3)=[CH:13][CH:12]=2)=[N:6][CH:7]=[CH:8][CH:9]=1. (3) Given the reactants CO[C:3](=[O:27])[C:4]1[CH:9]=[CH:8][C:7]([O:10][CH2:11][C:12]2[C:13]([C:21]3[CH:26]=[CH:25][CH:24]=[CH:23][CH:22]=3)=[N:14][O:15][C:16]=2[C:17]([F:20])([F:19])[F:18])=[N:6][CH:5]=1.[CH2:28]([CH2:30][NH2:31])[OH:29], predict the reaction product. The product is: [OH:29][CH2:28][CH2:30][NH:31][C:3](=[O:27])[C:4]1[CH:9]=[CH:8][C:7]([O:10][CH2:11][C:12]2[C:13]([C:21]3[CH:26]=[CH:25][CH:24]=[CH:23][CH:22]=3)=[N:14][O:15][C:16]=2[C:17]([F:18])([F:19])[F:20])=[N:6][CH:5]=1. (4) Given the reactants ClC1C=CC(O)=C(C[C:9]2[S:10][CH:11]=[C:12]([C:14]([O:16][CH2:17][CH3:18])=[O:15])[N:13]=2)C=1.[Cl:20][C:21]1[CH:22]=[CH:23][C:24]([OH:36])=[C:25]([NH:27]C2SC=C(C(O)=O)N=2)[CH:26]=1, predict the reaction product. The product is: [Cl:20][C:21]1[CH:22]=[CH:23][C:24]([OH:36])=[C:25]([NH:27][C:9]2[S:10][CH:11]=[C:12]([C:14]([O:16][CH2:17][CH3:18])=[O:15])[N:13]=2)[CH:26]=1. (5) Given the reactants [CH3:1][C:2]1[S:3][C:4]2[C:10](=O)[C:9](=[CH:12]N3CCOCC3)[CH2:8][CH2:7][C:5]=2[N:6]=1.[N+]([O-])(O)=O.[CH3:23][N:24]([CH3:35])[C:25]1[CH:30]=[CH:29][C:28]([NH:31][C:32]([NH2:34])=[NH:33])=[CH:27][CH:26]=1.[OH-].[Na+], predict the reaction product. The product is: [CH3:23][N:24]([CH3:35])[C:25]1[CH:26]=[CH:27][C:28]([NH:31][C:32]2[N:34]=[CH:12][C:9]3[CH2:8][CH2:7][C:5]4[N:6]=[C:2]([CH3:1])[S:3][C:4]=4[C:10]=3[N:33]=2)=[CH:29][CH:30]=1. (6) Given the reactants [CH:1]([O:4][C:5]([N:7]1[C:16]2[C:11](=[N:12][C:13]([C:17]([F:20])([F:19])[F:18])=[CH:14][CH:15]=2)[C@H:10]([N:21]([CH2:28][C:29]2[CH:34]=[C:33]([C:35]([F:38])([F:37])[F:36])[CH:32]=[C:31]([C:39]([F:42])([F:41])[F:40])[CH:30]=2)[C:22](=O)[CH2:23][C:24](=O)[CH3:25])[CH2:9][C@@H:8]1[CH2:43][CH3:44])=[O:6])([CH3:3])[CH3:2].O=P12OP3(OP(OP(O3)(O1)=O)(=O)O2)=O.O.[NH2:60][NH2:61], predict the reaction product. The product is: [CH:1]([O:4][C:5]([N:7]1[C:16]2[C:11](=[N:12][C:13]([C:17]([F:20])([F:19])[F:18])=[CH:14][CH:15]=2)[C@H:10]([N:21]([CH2:28][C:29]2[CH:34]=[C:33]([C:35]([F:36])([F:37])[F:38])[CH:32]=[C:31]([C:39]([F:42])([F:41])[F:40])[CH:30]=2)[C:22]2[CH:23]=[C:24]([CH3:25])[NH:61][N:60]=2)[CH2:9][C@@H:8]1[CH2:43][CH3:44])=[O:6])([CH3:2])[CH3:3]. (7) Given the reactants [CH2:1]([C:8]1[O:12][N:11]=[C:10]([CH2:13][S:14]([C:16]2[CH:53]=[CH:52][C:19]([CH2:20][CH2:21][NH:22][CH2:23][C@H:24]([OH:51])[CH2:25][O:26][C:27]3[CH:32]=[CH:31][C:30]([O:33][Si](C(C)(C)C)(C4C=CC=CC=4)C4C=CC=CC=4)=[CH:29][CH:28]=3)=[CH:18][CH:17]=2)=[O:15])[N:9]=1)[C:2]1[CH:7]=[CH:6][CH:5]=[CH:4][CH:3]=1.CCCC[N+](CCCC)(CCCC)CCCC.[F-], predict the reaction product. The product is: [CH2:1]([C:8]1[O:12][N:11]=[C:10]([CH2:13][S:14]([C:16]2[CH:53]=[CH:52][C:19]([CH2:20][CH2:21][NH:22][CH2:23][C@H:24]([OH:51])[CH2:25][O:26][C:27]3[CH:28]=[CH:29][C:30]([OH:33])=[CH:31][CH:32]=3)=[CH:18][CH:17]=2)=[O:15])[N:9]=1)[C:2]1[CH:7]=[CH:6][CH:5]=[CH:4][CH:3]=1.